Predict the product of the given reaction. From a dataset of Forward reaction prediction with 1.9M reactions from USPTO patents (1976-2016). (1) Given the reactants [CH3:1][C@@H:2]1[CH2:7][N:6]([C:8]2[CH:13]=[CH:12][N:11]=[CH:10][C:9]=2[N+:14]([O-])=O)[CH2:5][C@H:4]2[N:17]([C:21]([O:23][C:24]([CH3:27])([CH3:26])[CH3:25])=[O:22])[C:18](=[O:20])[O:19][C@@H:3]12, predict the reaction product. The product is: [NH2:14][C:9]1[CH:10]=[N:11][CH:12]=[CH:13][C:8]=1[N:6]1[CH2:7][C@@H:2]([CH3:1])[C@@H:3]2[O:19][C:18](=[O:20])[N:17]([C:21]([O:23][C:24]([CH3:27])([CH3:26])[CH3:25])=[O:22])[C@@H:4]2[CH2:5]1. (2) Given the reactants C[O:2][C:3]([C:5]12[CH2:12][C:9]([C:13]([O:15]C)=[O:14])([CH2:10][CH2:11]1)[CH2:8][CH2:7][CH2:6]2)=[O:4].[OH-].[Li+], predict the reaction product. The product is: [C:9]12([C:13]([OH:15])=[O:14])[CH2:12][C:5]([C:3]([OH:4])=[O:2])([CH2:11][CH2:10]1)[CH2:6][CH2:7][CH2:8]2. (3) Given the reactants [Li]CCCC.N(C(C)C)C(C)C.[Br:13][C:14]1[CH:19]=[CH:18][CH:17]=[C:16]([F:20])[C:15]=1[O:21][CH3:22].[C:23](=[O:25])=[O:24], predict the reaction product. The product is: [Br:13][C:14]1[CH:19]=[CH:18][C:17]([C:23]([OH:25])=[O:24])=[C:16]([F:20])[C:15]=1[O:21][CH3:22]. (4) Given the reactants [NH2:1][C:2]1[CH:9]=[CH:8][C:7](Br)=[CH:6][C:3]=1[C:4]#[N:5].[CH:11]1(B(O)O)[CH2:13][CH2:12]1.C1(P(C2CCCCC2)C2CCCCC2)CCCCC1.P([O-])([O-])([O-])=O.[K+].[K+].[K+], predict the reaction product. The product is: [NH2:1][C:2]1[CH:9]=[CH:8][C:7]([CH:11]2[CH2:13][CH2:12]2)=[CH:6][C:3]=1[C:4]#[N:5].